This data is from Catalyst prediction with 721,799 reactions and 888 catalyst types from USPTO. The task is: Predict which catalyst facilitates the given reaction. (1) Reactant: CN(C(ON1N=NC2C=CC=NC1=2)=[N+](C)C)C.F[P-](F)(F)(F)(F)F.Cl.[CH2:26]([NH2:28])[CH3:27].[CH3:29][N:30]([C@H:53]([CH3:57])[C:54](O)=[O:55])[C:31]([C:33]1[CH:34]=[C:35]2[C:43](=[CH:44][CH:45]=1)[N:42]([CH3:46])[C:41]1[CH2:40][CH2:39][CH:38]([CH:47]3[CH2:52][CH2:51][O:50][CH2:49][CH2:48]3)[CH2:37][C:36]2=1)=[O:32].C(N(CC)C(C)C)(C)C. Product: [CH2:26]([NH:28][C:54](=[O:55])[C@H:53]([N:30]([CH3:29])[C:31]([C:33]1[CH:34]=[C:35]2[C:43](=[CH:44][CH:45]=1)[N:42]([CH3:46])[C:41]1[CH2:40][CH2:39][CH:38]([CH:47]3[CH2:48][CH2:49][O:50][CH2:51][CH2:52]3)[CH2:37][C:36]2=1)=[O:32])[CH3:57])[CH3:27]. The catalyst class is: 3. (2) Reactant: [Br:1][C:2]1[CH:3]=[CH:4][C:5]2[NH:11][C:10](=O)[CH2:9][N:8]=[C:7]([C:13]3[CH:18]=[CH:17][CH:16]=[CH:15][C:14]=3[F:19])[C:6]=2[CH:20]=1.[H-].[Al+3].[Li+].[H-].[H-].[H-]. Product: [Br:1][C:2]1[CH:3]=[CH:4][C:5]2[NH:11][CH2:10][CH2:9][N:8]=[C:7]([C:13]3[CH:18]=[CH:17][CH:16]=[CH:15][C:14]=3[F:19])[C:6]=2[CH:20]=1. The catalyst class is: 7. (3) The catalyst class is: 2. Reactant: [Cl:1][C:2]1[CH:19]=[CH:18][C:5]2=[C:6]([CH2:14][CH2:15][C:16]#[N:17])[CH:7]=[C:8]3[C:13]([CH:12]=[N:11][CH:10]=[CH:9]3)=[C:4]2[CH:3]=1.ClC1C=C(C=CC=1)C(OO)=[O:25]. Product: [Cl:1][C:2]1[CH:19]=[CH:18][C:5]2=[C:6]([CH2:14][CH2:15][C:16]#[N:17])[CH:7]=[C:8]3[C:13]([CH:12]=[N+:11]([O-:25])[CH:10]=[CH:9]3)=[C:4]2[CH:3]=1. (4) Reactant: [F:1][C:2]1[CH:7]=[CH:6][C:5]([CH2:8][C:9]([OH:11])=O)=[CH:4][CH:3]=1.Cl.C([N:15]=C=NCCCN(C)C)C.ON1C2C=CC=CC=2N=N1.[OH-].[NH4+]. Product: [F:1][C:2]1[CH:7]=[CH:6][C:5]([CH2:8][C:9]([NH2:15])=[O:11])=[CH:4][CH:3]=1. The catalyst class is: 10. (5) Reactant: C([O:5][C:6](=[O:28])[CH2:7][N:8]1[C:16]2[C:11](=[CH:12][CH:13]=[CH:14][CH:15]=2)[C:10]([CH:17]2[C:21]3[CH:22]=[CH:23][CH:24]=[CH:25][C:20]=3[S:19](=[O:27])(=[O:26])[NH:18]2)=[CH:9]1)(C)(C)C.[C:29]([O-])([O-])=O.[K+].[K+].CI. Product: [CH3:29][N:18]1[CH:17]([C:10]2[C:11]3[C:16](=[CH:15][CH:14]=[CH:13][CH:12]=3)[N:8]([CH2:7][C:6]([OH:5])=[O:28])[CH:9]=2)[C:21]2[CH:22]=[CH:23][CH:24]=[CH:25][C:20]=2[S:19]1(=[O:26])=[O:27]. The catalyst class is: 3. (6) Reactant: [Cl:1][C:2]1[CH:7]=[C:6]([C:8]([CH3:10])=[CH2:9])[CH:5]=[C:4]([Cl:11])[C:3]=1[Cl:12].[F:13][B-](F)(F)F.F[B-](F)(F)F.ClC[N+]12CC[N+](F)(CC1)CC2.CC(=O)OCC. Product: [Cl:1][C:2]1[CH:7]=[C:6]([C:8]([CH2:10][F:13])=[CH2:9])[CH:5]=[C:4]([Cl:11])[C:3]=1[Cl:12]. The catalyst class is: 3.